This data is from Forward reaction prediction with 1.9M reactions from USPTO patents (1976-2016). The task is: Predict the product of the given reaction. Given the reactants [I:1][C:2]1[NH:6][CH:5]=[N:4][CH:3]=1.[H-].[Na+].FC(F)(F)S(O[CH2:15][C:16]([F:19])([F:18])[F:17])(=O)=O, predict the reaction product. The product is: [I:1][C:2]1[N:6]([CH2:15][C:16]([F:19])([F:18])[F:17])[CH:5]=[N:4][CH:3]=1.